Dataset: Forward reaction prediction with 1.9M reactions from USPTO patents (1976-2016). Task: Predict the product of the given reaction. (1) Given the reactants CC(C1C=C(C(C)C)C(C2C=CC=CC=2P(C2CCCCC2)C2CCCCC2)=C(C(C)C)C=1)C.Cl[C:36]1[C:45]2[C:40](=[CH:41][C:42]([F:46])=[CH:43][CH:44]=2)[N:39]=[C:38]([C:47]2[CH:52]=[CH:51][CH:50]=[CH:49][N:48]=2)[C:37]=1[CH3:53].[NH2:54][C:55]1[CH:56]=[C:57]([NH:67][C:68]([CH:70]2[CH2:72][CH2:71]2)=[O:69])[CH:58]=[C:59]([N:61]2[CH2:66][CH2:65][O:64][CH2:63][CH2:62]2)[CH:60]=1.C(=O)([O-])[O-].[K+].[K+], predict the reaction product. The product is: [F:46][C:42]1[CH:41]=[C:40]2[C:45]([C:36]([NH:54][C:55]3[CH:56]=[C:57]([NH:67][C:68]([CH:70]4[CH2:71][CH2:72]4)=[O:69])[CH:58]=[C:59]([N:61]4[CH2:66][CH2:65][O:64][CH2:63][CH2:62]4)[CH:60]=3)=[C:37]([CH3:53])[C:38]([C:47]3[CH:52]=[CH:51][CH:50]=[CH:49][N:48]=3)=[N:39]2)=[CH:44][CH:43]=1. (2) The product is: [NH2:20][C:19]1[C:13]2([CH2:14][CH2:15][CH2:16][CH2:17][CH2:18]2)[O:12][C:10](=[O:11])[C:9]=1[C:5]1[CH:6]=[C:7]([Cl:8])[C:2]([Br:1])=[CH:3][C:4]=1[CH3:21]. Given the reactants [Br:1][C:2]1[C:7]([Cl:8])=[CH:6][C:5]([CH2:9][C:10]([O:12][C:13]2([C:19]#[N:20])[CH2:18][CH2:17][CH2:16][CH2:15][CH2:14]2)=[O:11])=[C:4]([CH3:21])[CH:3]=1, predict the reaction product. (3) Given the reactants [NH2:1][C:2]1[CH:30]=[CH:29][C:28]([F:31])=[CH:27][C:3]=1[CH2:4][N:5]1[CH2:10][CH2:9][CH:8]([CH2:11][O:12][C:13]2[C:22]([CH:23]3[CH2:25][CH2:24]3)=[CH:21][C:16]([C:17]([O:19][CH3:20])=[O:18])=[C:15]([F:26])[CH:14]=2)[CH2:7][CH2:6]1.CO.C([BH3-])#N.[Na+].[CH3:38][C:39]([CH3:41])=O, predict the reaction product. The product is: [CH:23]1([C:22]2[C:13]([O:12][CH2:11][CH:8]3[CH2:9][CH2:10][N:5]([CH2:4][C:3]4[CH:27]=[C:28]([F:31])[CH:29]=[CH:30][C:2]=4[NH:1][CH:39]([CH3:41])[CH3:38])[CH2:6][CH2:7]3)=[CH:14][C:15]([F:26])=[C:16]([CH:21]=2)[C:17]([O:19][CH3:20])=[O:18])[CH2:25][CH2:24]1. (4) Given the reactants [C:1]([C:5]1[C:9]([CH:10]=O)=[CH:8][N:7]([C:12]2[C:17]([CH3:18])=[CH:16][N:15]=[C:14]([NH:19][C:20]3[CH:25]=[C:24]([N+:26]([O-])=O)[C:23]([N:29]4[CH2:34][CH2:33][O:32][CH2:31][CH2:30]4)=[CH:22][C:21]=3[O:35][CH3:36])[N:13]=2)[N:6]=1)([CH3:4])([CH3:3])[CH3:2].Cl.[NH:38]1[CH2:41][CH2:40][CH2:39]1, predict the reaction product. The product is: [N:38]1([CH2:10][C:9]2[C:5]([C:1]([CH3:3])([CH3:4])[CH3:2])=[N:6][N:7]([C:12]3[C:17]([CH3:18])=[CH:16][N:15]=[C:14]([NH:19][C:20]4[C:21]([O:35][CH3:36])=[CH:22][C:23]([N:29]5[CH2:30][CH2:31][O:32][CH2:33][CH2:34]5)=[C:24]([NH:26][C:21](=[O:35])[CH:20]=[CH2:25])[CH:25]=4)[N:13]=3)[CH:8]=2)[CH2:41][CH2:40][CH2:39]1.